This data is from Reaction yield outcomes from USPTO patents with 853,638 reactions. The task is: Predict the reaction yield, written as a fraction of the theoretical maximum amount of product (1.0 means a 100% yield; for example, 0.34 means a 34% yield). The reactants are O[CH2:2][C@@H:3]([NH:8][C:9]([C:11]1[CH:16]=[CH:15][C:14]([N:17]2[CH2:21][CH2:20][CH2:19][CH2:18]2)=[C:13]([O:22][CH2:23][CH:24]2[CH2:26][CH2:25]2)[N:12]=1)=[O:10])[CH2:4][CH:5]([CH3:7])[CH3:6].[N-:27]=[N+:28]=[N-:29].[Na+].C1(P(C2C=CC=CC=2)C2C=CC=CC=2)C=CC=CC=1. The catalyst is CN(C=O)C.C(Cl)(Cl)(Cl)Cl. The product is [N:27]([CH2:2][C@@H:3]([NH:8][C:9]([C:11]1[CH:16]=[CH:15][C:14]([N:17]2[CH2:18][CH2:19][CH2:20][CH2:21]2)=[C:13]([O:22][CH2:23][CH:24]2[CH2:25][CH2:26]2)[N:12]=1)=[O:10])[CH2:4][CH:5]([CH3:6])[CH3:7])=[N+:28]=[N-:29]. The yield is 0.450.